Dataset: Catalyst prediction with 721,799 reactions and 888 catalyst types from USPTO. Task: Predict which catalyst facilitates the given reaction. (1) Reactant: [C:1]([O:5][C:6]([NH:8][C:9]1[S:10][C:11]([C:19]2[CH:24]=[CH:23][CH:22]=[CH:21][CH:20]=2)=[C:12]([C:14]([O:16][CH2:17][CH3:18])=[O:15])[N:13]=1)=[O:7])([CH3:4])([CH3:3])[CH3:2].[CH3:25][CH2:26]O.C1C=CC(P(C2C=CC=CC=2)C2C=CC=CC=2)=CC=1.CCOC(/N=N/C(OCC)=O)=O. Product: [C:1]([O:5][C:6]([N:8]([CH2:25][CH3:26])[C:9]1[S:10][C:11]([C:19]2[CH:20]=[CH:21][CH:22]=[CH:23][CH:24]=2)=[C:12]([C:14]([O:16][CH2:17][CH3:18])=[O:15])[N:13]=1)=[O:7])([CH3:2])([CH3:3])[CH3:4]. The catalyst class is: 1. (2) Reactant: [CH3:1][N:2]1[CH:6]=[C:5]([C:7]2[CH:8]=[C:9]([CH:22]=[C:23]([NH:25][C:26]3[N:35]=[CH:34][C:33]4[C:28](=[CH:29][CH:30]=[C:31]([C:36]#[C:37][Si](C)(C)C)[CH:32]=4)[N:27]=3)[CH:24]=2)[O:10][CH2:11][CH2:12][NH:13][C:14]2[CH:21]=[CH:20][C:17]([C:18]#[N:19])=[CH:16][N:15]=2)[CH:4]=[N:3]1.[OH-].[Na+].C(O)(C(F)(F)F)=O. Product: [C:36]([C:31]1[CH:32]=[C:33]2[C:28](=[CH:29][CH:30]=1)[N:27]=[C:26]([NH:25][C:23]1[CH:22]=[C:9]([CH:8]=[C:7]([C:5]3[CH:4]=[N:3][N:2]([CH3:1])[CH:6]=3)[CH:24]=1)[O:10][CH2:11][CH2:12][NH:13][C:14]1[CH:21]=[CH:20][C:17]([C:18]#[N:19])=[CH:16][N:15]=1)[N:35]=[CH:34]2)#[CH:37]. The catalyst class is: 3.